Dataset: Full USPTO retrosynthesis dataset with 1.9M reactions from patents (1976-2016). Task: Predict the reactants needed to synthesize the given product. (1) Given the product [F:47][C:48]([F:53])([F:52])[C:49]([OH:51])=[O:50].[Cl:1][C:2]1[C:11]([C:12]2[CH:17]=[CH:16][CH:15]=[CH:14][C:13]=2[CH2:18][O:19][CH2:20][CH2:21][CH:22]2[CH2:23][CH2:24][N:25]([CH2:28][C:29]([F:32])([F:31])[F:30])[CH2:26][CH2:27]2)=[CH:10][C:9]([OH:33])=[C:8]2[C:3]=1[C:4](=[O:46])[NH:5][CH:6]=[N:7]2, predict the reactants needed to synthesize it. The reactants are: [Cl:1][C:2]1[C:11]([C:12]2[CH:17]=[CH:16][CH:15]=[CH:14][C:13]=2[CH2:18][O:19][CH2:20][CH2:21][CH:22]2[CH2:27][CH2:26][N:25]([CH2:28][C:29]([F:32])([F:31])[F:30])[CH2:24][CH2:23]2)=[CH:10][C:9]([O:33]COCCOC)=[C:8]2[C:3]=1[C:4](=[O:46])[N:5](COCCOC)[CH:6]=[N:7]2.[F:47][C:48]([F:53])([F:52])[C:49]([OH:51])=[O:50]. (2) The reactants are: Br[C:2]1[CH:3]=[C:4]([C:8]2[CH:13]=[CH:12][CH:11]=[CH:10][CH:9]=2)[CH:5]=[CH:6][CH:7]=1.[CH:14]1([N:19]2[CH2:24][CH2:23][NH:22][CH2:21][CH2:20]2)[CH2:18][CH2:17][CH2:16][CH2:15]1.CC(C)([O-])C.[Na+]. Given the product [C:4]1([C:8]2[CH:13]=[CH:12][CH:11]=[CH:10][CH:9]=2)[CH:5]=[CH:6][CH:7]=[C:2]([N:22]2[CH2:23][CH2:24][N:19]([CH:14]3[CH2:18][CH2:17][CH2:16][CH2:15]3)[CH2:20][CH2:21]2)[CH:3]=1, predict the reactants needed to synthesize it. (3) Given the product [CH3:1][C:2]1[CH:14]=[C:13]([C:15](=[N:23][O:24][CH2:25][C:26]2[CH:27]=[CH:28][C:29]([C:32]([F:33])([F:34])[F:35])=[CH:30][CH:31]=2)[CH2:16][C:17]2[CH:22]=[CH:21][CH:20]=[CH:19][CH:18]=2)[CH:12]=[CH:11][C:3]=1[O:4][CH2:5][C:6]([OH:8])=[O:7], predict the reactants needed to synthesize it. The reactants are: [CH3:1][C:2]1[CH:14]=[C:13]([C:15](=[N:23][O:24][CH2:25][C:26]2[CH:31]=[CH:30][C:29]([C:32]([F:35])([F:34])[F:33])=[CH:28][CH:27]=2)[CH2:16][C:17]2[CH:22]=[CH:21][CH:20]=[CH:19][CH:18]=2)[CH:12]=[CH:11][C:3]=1[O:4][CH2:5][C:6]([O:8]CC)=[O:7].[OH-].[Li+]. (4) The reactants are: [OH:1][C:2]1[CH:11]=[C:10]2[C:5]([C:6](=[O:20])[N:7]([CH2:12][O:13][C:14](=[O:19])[C:15]([CH3:18])([CH3:17])[CH3:16])[CH:8]=[N:9]2)=[CH:4][C:3]=1[O:21][CH3:22].C1(P(C2C=CC=CC=2)C2C=CC=CC=2)C=CC=CC=1.[Br:42][CH2:43][CH2:44][CH2:45]O.N(C(OCC)=O)=NC(OCC)=O. Given the product [Br:42][CH2:43][CH2:44][CH2:45][O:1][C:2]1[CH:11]=[C:10]2[C:5]([C:6](=[O:20])[N:7]([CH2:12][O:13][C:14](=[O:19])[C:15]([CH3:16])([CH3:17])[CH3:18])[CH:8]=[N:9]2)=[CH:4][C:3]=1[O:21][CH3:22], predict the reactants needed to synthesize it. (5) Given the product [F:20][C:21]1[CH:26]=[CH:25][C:24]([C:27]2[O:28][C:29]3[CH:39]=[C:38]([N:40]([CH3:45])[S:41]([CH3:44])(=[O:42])=[O:43])[C:37]([C:2]4[CH:3]=[CH:4][C:5]5[N:6]=[CH:7][N:8]6[C:16]7[CH:15]=[CH:14][C:13]([F:17])=[CH:12][C:11]=7[CH:10]=[C:9]6[C:18]=5[N:19]=4)=[CH:36][C:30]=3[C:31]=2[C:32]([NH:34][CH3:35])=[O:33])=[CH:23][CH:22]=1, predict the reactants needed to synthesize it. The reactants are: Cl[C:2]1[CH:3]=[CH:4][C:5]2[N:6]=[CH:7][N:8]3[C:16]4[CH:15]=[CH:14][C:13]([F:17])=[CH:12][C:11]=4[CH:10]=[C:9]3[C:18]=2[N:19]=1.[F:20][C:21]1[CH:26]=[CH:25][C:24]([C:27]2[O:28][C:29]3[CH:39]=[C:38]([N:40]([CH3:45])[S:41]([CH3:44])(=[O:43])=[O:42])[C:37](B4OC(C)(C)C(C)(C)O4)=[CH:36][C:30]=3[C:31]=2[C:32]([NH:34][CH3:35])=[O:33])=[CH:23][CH:22]=1.CC(C1C=C(C(C)C)C(C2C=CC=CC=2P(C2CCCCC2)C2CCCCC2)=C(C(C)C)C=1)C. (6) Given the product [C:7]([N:15]([CH2:17][NH:1][CH2:2][P:3](=[O:6])([CH3:5])[CH3:4])[OH:16])(=[O:14])[C:8]1[CH:13]=[CH:12][CH:11]=[CH:10][CH:9]=1, predict the reactants needed to synthesize it. The reactants are: [NH2:1][CH2:2][P:3](=[O:6])([CH3:5])[CH3:4].[C:7]([NH:15][OH:16])(=[O:14])[C:8]1[CH:13]=[CH:12][CH:11]=[CH:10][CH:9]=1.[CH2:17]=O.